From a dataset of Catalyst prediction with 721,799 reactions and 888 catalyst types from USPTO. Predict which catalyst facilitates the given reaction. (1) Reactant: [Cl:1][C:2]1[CH:3]=[C:4]([CH:8]=[CH:9][N:10]=1)[C:5]([OH:7])=O.[CH3:11][N:12]([CH3:16])[CH2:13][CH2:14][NH2:15]. Product: [NH3:10].[Cl:1][C:2]1[CH:3]=[C:4]([CH:8]=[CH:9][N:10]=1)[C:5]([NH:15][CH2:14][CH2:13][N:12]([CH3:16])[CH3:11])=[O:7]. The catalyst class is: 9. (2) Reactant: [Cl:1][C:2]1[CH:7]=[C:6]([F:8])[CH:5]=[CH:4][C:3]=1[NH:9][C:10]([C:12]1[N:13]=[N:14][N:15]([CH2:23][C:24]2[CH:29]=[C:28]([C:30]([F:33])([F:32])[F:31])[CH:27]=[C:26]([C:34]([F:37])([F:36])[F:35])[CH:25]=2)[C:16]=1[C:17]1[CH:22]=[CH:21][CH:20]=[CH:19][CH:18]=1)=[O:11].[CH3:38]I. Product: [Cl:1][C:2]1[CH:7]=[C:6]([F:8])[CH:5]=[CH:4][C:3]=1[N:9]([CH3:38])[C:10]([C:12]1[N:13]=[N:14][N:15]([CH2:23][C:24]2[CH:25]=[C:26]([C:34]([F:37])([F:35])[F:36])[CH:27]=[C:28]([C:30]([F:33])([F:32])[F:31])[CH:29]=2)[C:16]=1[C:17]1[CH:18]=[CH:19][CH:20]=[CH:21][CH:22]=1)=[O:11]. The catalyst class is: 1.